From a dataset of Forward reaction prediction with 1.9M reactions from USPTO patents (1976-2016). Predict the product of the given reaction. (1) Given the reactants [C:1]([OH:8])(=[O:7])/[CH:2]=[CH:3]/[C:4]([OH:6])=[O:5].[C:9]([O:15][CH2:16][O:17][P@@:18]([CH2:27][O:28][CH:29]([CH3:41])[CH2:30][N:31]1[CH:39]=[N:38][C:37]2[C:32]1=[N:33][CH:34]=[N:35][C:36]=2[NH2:40])([O:20][C:21]1[CH:26]=[CH:25][CH:24]=[CH:23][CH:22]=1)=[O:19])(=[O:14])[C:10]([CH3:13])([CH3:12])[CH3:11].N.[OH2:43], predict the reaction product. The product is: [C:1]([OH:8])(=[O:7])[C@@H:2]([C@H:3]([C:4]([OH:6])=[O:5])[OH:14])[OH:43].[C:9]([O:15][CH2:16][O:17][P@@:18]([CH2:27][O:28][C@H:29]([CH3:41])[CH2:30][N:31]1[CH:39]=[N:38][C:37]2[C:32]1=[N:33][CH:34]=[N:35][C:36]=2[NH2:40])([O:20][C:21]1[CH:22]=[CH:23][CH:24]=[CH:25][CH:26]=1)=[O:19])(=[O:14])[C:10]([CH3:13])([CH3:12])[CH3:11]. (2) Given the reactants [CH3:1][C:2]1[S:6][C:5]([C:7]([C:9]2[CH:10]=[C:11]([CH3:15])[CH:12]=[CH:13][CH:14]=2)=O)=[CH:4][CH:3]=1.Cl.O([NH2:19])C.B.C1COCC1.[OH-].[Na+], predict the reaction product. The product is: [CH3:1][C:2]1[S:6][C:5]([CH:7]([NH2:19])[C:9]2[CH:10]=[C:11]([CH3:15])[CH:12]=[CH:13][CH:14]=2)=[CH:4][CH:3]=1. (3) The product is: [BrH:42].[C:26]1([C:29]2[CH:34]=[CH:33][C:32]([C:35]3[CH:40]=[CH:39][CH:38]=[CH:37][CH:36]=3)=[CH:31][CH:30]=2)[CH:27]=[CH:28][C:23]([CH2:22][CH:9]2[C:10]3[C:15](=[CH:14][C:13]([OH:18])=[C:12]([OH:20])[CH:11]=3)[CH2:16][CH2:17][NH:8]2)=[CH:24][CH:25]=1. Given the reactants C(OC([N:8]1[CH2:17][CH2:16][C:15]2[C:10](=[CH:11][C:12]([O:20]C)=[C:13]([O:18]C)[CH:14]=2)[CH:9]1[CH2:22][C:23]1[CH:28]=[CH:27][C:26]([C:29]2[CH:34]=[CH:33][C:32]([C:35]3[CH:40]=[CH:39][CH:38]=[CH:37][CH:36]=3)=[CH:31][CH:30]=2)=[CH:25][CH:24]=1)=O)(C)(C)C.B(Br)(Br)[Br:42], predict the reaction product. (4) Given the reactants [Al+3].[Cl-].[Cl-].[Cl-].[CH3:5][O:6][C:7]1[N:15]=[C:14]2[C:10]([CH:11]=[CH:12][NH:13]2)=[CH:9][CH:8]=1.[C:16](Cl)(=[O:18])[CH3:17].CO, predict the reaction product. The product is: [CH3:5][O:6][C:7]1[N:15]=[C:14]2[NH:13][CH:12]=[C:11]([C:16](=[O:18])[CH3:17])[C:10]2=[CH:9][CH:8]=1. (5) The product is: [CH3:8][CH:9]1[C:17]2[CH:16]=[CH:15][CH:14]=[CH:13][C:12]=2[CH:11]2[CH2:18][C:10]12[C:19]([O:21][CH2:22][CH3:23])=[O:20]. Given the reactants C(N(CC)CC)C.[CH2:8]=[C:9]1[C:17]2[CH:16]=[CH:15][CH:14]=[CH:13][C:12]=2[CH:11]2[CH2:18][C:10]12[C:19]([O:21][CH2:22][CH3:23])=[O:20], predict the reaction product. (6) Given the reactants [NH2:1][C@H:2]1[CH2:6][CH2:5][N:4]([C:7]2[C:12]([C:13]([O:15][CH:16]([CH3:18])[CH3:17])=[O:14])=[CH:11][CH:10]=[CH:9][N:8]=2)[CH2:3]1.[CH3:19][C:20]1[CH:21]=[C:22]([CH:26]=O)[S:23][C:24]=1[CH3:25].[BH-](OC(C)=O)(OC(C)=O)OC(C)=O.[Na+], predict the reaction product. The product is: [CH3:19][C:20]1[CH:21]=[C:22]([CH2:26][NH:1][C@H:2]2[CH2:6][CH2:5][N:4]([C:7]3[C:12]([C:13]([O:15][CH:16]([CH3:18])[CH3:17])=[O:14])=[CH:11][CH:10]=[CH:9][N:8]=3)[CH2:3]2)[S:23][C:24]=1[CH3:25]. (7) Given the reactants [CH2:1]([N:8]1[C:17]2[C:12](=[CH:13][C:14](Br)=[CH:15][CH:16]=2)[CH2:11][C@H:10]([NH:19][S:20]([C:23]2[CH:28]=[CH:27][CH:26]=[CH:25][CH:24]=2)(=[O:22])=[O:21])[CH2:9]1)[C:2]1[CH:7]=[CH:6][CH:5]=[CH:4][CH:3]=1.[C:29]1(B(O)O)[CH:34]=[CH:33][CH:32]=[CH:31][CH:30]=1.C([O-])([O-])=O.[K+].[K+], predict the reaction product. The product is: [CH2:1]([N:8]1[C:17]2[C:12](=[CH:13][C:14]([C:29]3[CH:34]=[CH:33][CH:32]=[CH:31][CH:30]=3)=[CH:15][CH:16]=2)[CH2:11][CH:10]([NH:19][S:20]([C:23]2[CH:28]=[CH:27][CH:26]=[CH:25][CH:24]=2)(=[O:22])=[O:21])[CH2:9]1)[C:2]1[CH:7]=[CH:6][CH:5]=[CH:4][CH:3]=1.